Predict the product of the given reaction. From a dataset of Forward reaction prediction with 1.9M reactions from USPTO patents (1976-2016). (1) Given the reactants [F:1][C:2]1[CH:3]=[CH:4][C:5]([C:26]2[C:31]([CH3:32])=[CH:30][C:29]([OH:33])=[CH:28][C:27]=2[CH3:34])=[C:6]2[C:10]=1[C@H:9]([O:11][C:12]1[CH:25]=[CH:24][C:15]3[C@H:16]([CH2:19][C:20]([O:22][CH3:23])=[O:21])[CH2:17][O:18][C:14]=3[CH:13]=1)[CH2:8][CH2:7]2.[CH3:35][S:36][CH2:37][CH2:38]O.N(C(N1CCCCC1)=O)=NC(N1CCCCC1)=O.C(P(CCCC)CCCC)CCC, predict the reaction product. The product is: [CH3:34][C:27]1[CH:28]=[C:29]([O:33][CH2:38][CH2:37][S:36][CH3:35])[CH:30]=[C:31]([CH3:32])[C:26]=1[C:5]1[CH:4]=[CH:3][C:2]([F:1])=[C:10]2[C:6]=1[CH2:7][CH2:8][C@H:9]2[O:11][C:12]1[CH:25]=[CH:24][C:15]2[C@H:16]([CH2:19][C:20]([O:22][CH3:23])=[O:21])[CH2:17][O:18][C:14]=2[CH:13]=1. (2) Given the reactants N#N.[CH3:3][C:4]1[O:5][C:6]([C:12]2[CH:13]=[C:14]([CH3:18])[CH:15]=[CH:16][CH:17]=2)=[C:7]([C:9]([OH:11])=O)[N:8]=1.C1C=CC2N(O)N=NC=2C=1.CCN=C=NCCCN(C)C.Cl.CCN(C(C)C)C(C)C.Cl.[NH2:51][C:52]1[N:53]=[C:54]([CH2:57][C:58]2[O:62][C:61]([C:63](=[O:65])[CH3:64])=[CH:60][CH:59]=2)[S:55][CH:56]=1, predict the reaction product. The product is: [C:63]([C:61]1[O:62][C:58]([CH2:57][C:54]2[S:55][CH:56]=[C:52]([NH:51][C:9]([C:7]3[N:8]=[C:4]([CH3:3])[O:5][C:6]=3[C:12]3[CH:13]=[C:14]([CH3:18])[CH:15]=[CH:16][CH:17]=3)=[O:11])[N:53]=2)=[CH:59][CH:60]=1)(=[O:65])[CH3:64]. (3) Given the reactants [C:1]([OH:5])(=O)[CH2:2][OH:3].[NH2:6][C@@H:7]([CH3:29])[CH2:8][O:9][C:10]1[CH:19]=[CH:18][CH:17]=[C:16]2[C:11]=1[C:12]([NH:20][C:21]1[CH:26]=[CH:25][C:24]([OH:27])=[C:23]([Cl:28])[CH:22]=1)=[N:13][CH:14]=[N:15]2, predict the reaction product. The product is: [Cl:28][C:23]1[CH:22]=[C:21]([NH:20][C:12]2[C:11]3[C:16](=[CH:17][CH:18]=[CH:19][C:10]=3[O:9][CH2:8][C@@H:7]([NH:6][C:1](=[O:5])[CH2:2][OH:3])[CH3:29])[N:15]=[CH:14][N:13]=2)[CH:26]=[CH:25][C:24]=1[OH:27]. (4) Given the reactants Cl[C:2]1[N:7]=[C:6]([Cl:8])[N:5]=[C:4]([NH:9][CH3:10])[N:3]=1.Cl.[CH2:12]1[C:20]2[C:15](=[CH:16][C:17]([C:21]([O:23][CH3:24])=[O:22])=[CH:18][CH:19]=2)[CH2:14][NH:13]1.[OH-].[Na+], predict the reaction product. The product is: [Cl:8][C:6]1[N:5]=[C:4]([NH:9][CH3:10])[N:3]=[C:2]([N:13]2[CH2:14][C:15]3[C:20](=[CH:19][CH:18]=[C:17]([C:21]([O:23][CH3:24])=[O:22])[CH:16]=3)[CH2:12]2)[N:7]=1.